Dataset: Reaction yield outcomes from USPTO patents with 853,638 reactions. Task: Predict the reaction yield, written as a fraction of the theoretical maximum amount of product (1.0 means a 100% yield; for example, 0.34 means a 34% yield). The yield is 0.560. The catalyst is CC(N(C)C)=O.O.C(OCC)(=O)C.O.C1C=CC([P]([Pd]([P](C2C=CC=CC=2)(C2C=CC=CC=2)C2C=CC=CC=2)([P](C2C=CC=CC=2)(C2C=CC=CC=2)C2C=CC=CC=2)[P](C2C=CC=CC=2)(C2C=CC=CC=2)C2C=CC=CC=2)(C2C=CC=CC=2)C2C=CC=CC=2)=CC=1. The product is [ClH:1].[CH3:28][O:29][CH2:30][C:31]1[CH:36]=[CH:35][C:34]([C:2]2[C:3]([N:8]3[CH2:13][CH2:12][N:11]([CH2:14][CH2:15][N:16]([CH3:27])[S:17]([C:20]4[C:21]([CH3:26])=[N:22][N:23]([CH3:25])[CH:24]=4)(=[O:19])=[O:18])[CH2:10][CH2:9]3)=[N:4][CH:5]=[CH:6][N:7]=2)=[CH:33][CH:32]=1. The reactants are [Cl:1][C:2]1[C:3]([N:8]2[CH2:13][CH2:12][N:11]([CH2:14][CH2:15][N:16]([CH3:27])[S:17]([C:20]3[C:21]([CH3:26])=[N:22][N:23]([CH3:25])[CH:24]=3)(=[O:19])=[O:18])[CH2:10][CH2:9]2)=[N:4][CH:5]=[CH:6][N:7]=1.[CH3:28][O:29][CH2:30][C:31]1[CH:36]=[CH:35][C:34](B(O)O)=[CH:33][CH:32]=1.C(=O)([O-])[O-].[K+].[K+].CC(C)=O.